This data is from Peptide-MHC class I binding affinity with 185,985 pairs from IEDB/IMGT. The task is: Regression. Given a peptide amino acid sequence and an MHC pseudo amino acid sequence, predict their binding affinity value. This is MHC class I binding data. (1) The peptide sequence is SPLSSIFSRI. The MHC is Patr-A0701 with pseudo-sequence Patr-A0701. The binding affinity (normalized) is 0.145. (2) The peptide sequence is LLSAWILTA. The MHC is HLA-A11:01 with pseudo-sequence HLA-A11:01. The binding affinity (normalized) is 0.